Predict the reaction yield, written as a fraction of the theoretical maximum amount of product (1.0 means a 100% yield; for example, 0.34 means a 34% yield). From a dataset of Reaction yield outcomes from USPTO patents with 853,638 reactions. (1) The reactants are Cl.Cl.[NH2:3][CH2:4][C@@:5]1(O)[CH:10]2[CH2:11][CH2:12][N:7]([CH2:8][CH2:9]2)[CH2:6]1.[C:14]([O-])([O-])=O.[Cs+].[Cs+].ClC1N=C[N:24]=[C:23]([N:27]=[C:28](SC)[S:29][CH3:30])C=1.C[N:34]([CH3:37])[CH:35]=[O:36]. No catalyst specified. The product is [CH3:30][S:29][C:28]1[N:27]=[CH:23][N:24]=[C:37]([NH:34][C:35]2[O:36][C@:5]3([CH2:4][N:3]=2)[CH:10]2[CH2:11][CH2:12][N:7]([CH2:8][CH2:9]2)[CH2:6]3)[CH:14]=1. The yield is 0.482. (2) The reactants are Br[C:2]1[CH:9]=[N:8][CH:7]=[C:6]([Br:10])[C:3]=1[CH:4]=[O:5].[CH3:11][C:12]1([CH3:25])[CH2:23][C:22]2[CH:21]=[C:20]3[N:15]([CH2:16][CH2:17][NH:18][C:19]3=[O:24])[C:14]=2[CH2:13]1.C(=O)([O-])[O-].[Cs+].[Cs+].CC1(C)C2C(=C(P(C3C=CC=CC=3)C3C=CC=CC=3)C=CC=2)OC2C(P(C3C=CC=CC=3)C3C=CC=CC=3)=CC=CC1=2. The catalyst is C1C=CC(/C=C/C(/C=C/C2C=CC=CC=2)=O)=CC=1.C1C=CC(/C=C/C(/C=C/C2C=CC=CC=2)=O)=CC=1.C1C=CC(/C=C/C(/C=C/C2C=CC=CC=2)=O)=CC=1.[Pd].[Pd].O1CCOCC1. The product is [Br:10][C:6]1[CH:7]=[N:8][CH:9]=[C:2]([N:18]2[CH2:17][CH2:16][N:15]3[C:20](=[CH:21][C:22]4[CH2:23][C:12]([CH3:11])([CH3:25])[CH2:13][C:14]=43)[C:19]2=[O:24])[C:3]=1[CH:4]=[O:5]. The yield is 0.700.